Task: Predict the reaction yield, written as a fraction of the theoretical maximum amount of product (1.0 means a 100% yield; for example, 0.34 means a 34% yield).. Dataset: Reaction yield outcomes from USPTO patents with 853,638 reactions (1) The yield is 0.700. The catalyst is CN(C=O)C. The reactants are [CH3:1][O:2][C:3](=[O:19])[CH:4]([C:9]1[CH:14]=[CH:13][C:12]([N+:15]([O-:17])=[O:16])=[C:11](Br)[CH:10]=1)[C:5]([O:7][CH3:8])=[O:6].[C:20]1(B(O)O)[CH2:25][CH2:24][CH2:23][CH2:22][CH:21]=1.[O-]P([O-])([O-])=O.[K+].[K+].[K+].CCOC(C)=O. The product is [CH3:1][O:2][C:3](=[O:19])[CH:4]([C:9]1[CH:14]=[CH:13][C:12]([N+:15]([O-:17])=[O:16])=[C:11]([C:20]2[CH2:25][CH2:24][CH2:23][CH2:22][CH:21]=2)[CH:10]=1)[C:5]([O:7][CH3:8])=[O:6]. (2) The reactants are [CH3:1][O:2][C:3]1[CH:4]=[C:5]2[C:10](=[CH:11][C:12]=1[O:13][CH3:14])[N:9]=[CH:8][CH:7]=[C:6]2[O:15][C:16]1[C:22]([CH3:23])=[CH:21][C:19]([NH2:20])=[C:18]([CH3:24])[CH:17]=1.Cl[C:26](Cl)([O:28]C(=O)OC(Cl)(Cl)Cl)Cl.[Cl:37][C:38]1[CH:44]=[CH:43][C:41]([NH2:42])=[C:40]([CH3:45])[CH:39]=1.C(=O)([O-])O.[Na+]. The catalyst is C(Cl)(Cl)Cl.C(N(CC)CC)C.ClCCl. The product is [Cl:37][C:38]1[CH:44]=[CH:43][C:41]([NH:42][C:26]([NH:20][C:19]2[CH:21]=[C:22]([CH3:23])[C:16]([O:15][C:6]3[C:5]4[C:10](=[CH:11][C:12]([O:13][CH3:14])=[C:3]([O:2][CH3:1])[CH:4]=4)[N:9]=[CH:8][CH:7]=3)=[CH:17][C:18]=2[CH3:24])=[O:28])=[C:40]([CH3:45])[CH:39]=1. The yield is 0.780. (3) The reactants are CI.[Br:3][C:4]1[C:9]([Cl:10])=[CH:8][C:7]([OH:11])=[C:6]([Cl:12])[CH:5]=1.[C:13](=O)([O-])[O-].[K+].[K+]. The catalyst is CN(C=O)C.CCOC(C)=O. The product is [Br:3][C:4]1[CH:5]=[C:6]([Cl:12])[C:7]([O:11][CH3:13])=[CH:8][C:9]=1[Cl:10]. The yield is 0.750.